Predict which catalyst facilitates the given reaction. From a dataset of Catalyst prediction with 721,799 reactions and 888 catalyst types from USPTO. (1) Reactant: C1[O:23][C:4]2([CH2:9][CH2:8][C:7](O)([C:10]3[C:19]4[O:18][CH2:17][CH2:16][O:15][C:14]=4[C:13]([O:20][CH3:21])=[CH:12][CH:11]=3)[CH2:6][CH2:5]2)OC1.C[Si](C)(C)[O:26][C:27]1[CH2:32][CH2:31][CH2:30][CH2:29][CH:28]=1.C(=O)(O)[O-].[Na+]. Product: [C:27]1(=[O:26])[CH2:32][CH2:31][CH2:30][CH2:29][CH:28]1[C:7]1([C:10]2[C:19]3[O:18][CH2:17][CH2:16][O:15][C:14]=3[C:13]([O:20][CH3:21])=[CH:12][CH:11]=2)[CH2:8][CH2:9][C:4](=[O:23])[CH2:5][CH2:6]1. The catalyst class is: 4. (2) Reactant: [C:1]([O:5][C:6](=[O:20])[N:7]([CH2:11][C:12]1[CH:17]=[C:16]([Br:18])[CH:15]=[CH:14][C:13]=1[OH:19])[CH2:8][CH2:9]O)([CH3:4])([CH3:3])[CH3:2].C1(P(C2C=CC=CC=2)C2C=CC=CC=2)C=CC=CC=1.N(C(OC(C)C)=O)=NC(OC(C)C)=O. Product: [Br:18][C:16]1[CH:15]=[CH:14][C:13]2[O:19][CH2:9][CH2:8][N:7]([C:6]([O:5][C:1]([CH3:4])([CH3:3])[CH3:2])=[O:20])[CH2:11][C:12]=2[CH:17]=1. The catalyst class is: 4. (3) Reactant: C(Cl)(=O)C(Cl)=O.[F:7][C:8]1[CH:22]=[CH:21][CH:20]=[C:19]([F:23])[C:9]=1[CH2:10][N:11]1[CH:15]=[C:14]([C:16](O)=[O:17])[N:13]=[N:12]1.C[N:25](C=O)C. Product: [F:7][C:8]1[CH:22]=[CH:21][CH:20]=[C:19]([F:23])[C:9]=1[CH2:10][N:11]1[CH:15]=[C:14]([C:16]([NH2:25])=[O:17])[N:13]=[N:12]1. The catalyst class is: 1. (4) The catalyst class is: 123. Reactant: CO[CH:3](OC)[CH2:4][NH2:5].[N:8]([CH:11]1[CH2:16][CH2:15][N:14](C(OCC2C=CC=CC=2)=O)[CH2:13][CH2:12]1)=[C:9]=[O:10]. Product: [NH:14]1[CH2:13][CH2:12][CH:11]([N:8]2[CH:3]=[CH:4][NH:5][C:9]2=[O:10])[CH2:16][CH2:15]1. (5) Reactant: [C:1]([C:5]1[CH:10]=[CH:9][C:8]([S:11]([CH:14]2[CH2:19][CH2:18][NH:17][CH2:16][CH2:15]2)(=[O:13])=[O:12])=[CH:7][CH:6]=1)([CH3:4])([CH3:3])[CH3:2].Cl[C:21]1[C:26]([F:27])=[CH:25][CH:24]=[CH:23][N:22]=1.CCN(C(C)C)C(C)C. Product: [C:1]([C:5]1[CH:6]=[CH:7][C:8]([S:11]([CH:14]2[CH2:15][CH2:16][N:17]([C:21]3[C:26]([F:27])=[CH:25][CH:24]=[CH:23][N:22]=3)[CH2:18][CH2:19]2)(=[O:13])=[O:12])=[CH:9][CH:10]=1)([CH3:4])([CH3:2])[CH3:3]. The catalyst class is: 12. (6) Product: [F:10][C:9]1[C:2]([O:12][C:13]2[CH:20]=[CH:19][CH:18]=[C:15]([CH:16]=[O:17])[C:14]=2[O:21][CH3:22])=[C:3]([CH:6]=[CH:7][C:8]=1[CH3:11])[C:4]#[N:5]. The catalyst class is: 3. Reactant: F[C:2]1[C:9]([F:10])=[C:8]([CH3:11])[CH:7]=[CH:6][C:3]=1[C:4]#[N:5].[OH:12][C:13]1[C:14]([O:21][CH3:22])=[C:15]([CH:18]=[CH:19][CH:20]=1)[CH:16]=[O:17].C(=O)([O-])[O-].[Cs+].[Cs+].[OH-].[Na+]. (7) Reactant: [S:1]1[CH:5]=[CH:4][CH:3]=[C:2]1[C:6]1[CH:14]=[C:13]([C:15](Cl)=[O:16])[C:12]([C:18]2[S:19][CH:20]=[CH:21][CH:22]=2)=[CH:11][C:7]=1[C:8](Cl)=[O:9].[Al+3].[Cl-].[Cl-].[Cl-]. Product: [S:1]1[CH:5]=[CH:4][C:3]2[C:8](=[O:9])[C:7]3[C:6]([C:2]1=2)=[CH:14][C:13]1[C:15](=[O:16])[C:22]2[CH:21]=[CH:20][S:19][C:18]=2[C:12]=1[CH:11]=3. The catalyst class is: 2.